Dataset: Catalyst prediction with 721,799 reactions and 888 catalyst types from USPTO. Task: Predict which catalyst facilitates the given reaction. (1) Reactant: [Br:1][C:2]1[CH:3]=[CH:4][C:5]([N:8]2[CH2:12][C@@H:11]([CH2:13][O:14][Si](C(C)(C)C)(C3C=CC=CC=3)C3C=CC=CC=3)[O:10][C:9]2=[O:32])=[N:6][CH:7]=1.[N+](CCCC)(CCCC)(CCCC)CCCC.[F-]. Product: [Br:1][C:2]1[CH:3]=[CH:4][C:5]([N:8]2[CH2:12][C@@H:11]([CH2:13][OH:14])[O:10][C:9]2=[O:32])=[N:6][CH:7]=1. The catalyst class is: 30. (2) Reactant: [C:1]1([O:7][C:8](=[O:36])[NH:9][C:10]2[S:11][C:12]3[CH:18]=[C:17]([S:19][C:20]4[N:24]5[N:25]=[C:26]([C:29]6[CH:34]=[CH:33][C:32]([F:35])=[CH:31][CH:30]=6)[CH:27]=[CH:28][C:23]5=[N:22][N:21]=4)[CH:16]=[CH:15][C:13]=3[N:14]=2)C=C[CH:4]=[CH:3][CH:2]=1.[OH:37]CC1CCO1.C(N(CC)CC)C. Product: [O:37]1[CH2:4][CH2:3][CH:2]1[CH2:1][O:7][C:8](=[O:36])[NH:9][C:10]1[S:11][C:12]2[CH:18]=[C:17]([S:19][C:20]3[N:24]4[N:25]=[C:26]([C:29]5[CH:34]=[CH:33][C:32]([F:35])=[CH:31][CH:30]=5)[CH:27]=[CH:28][C:23]4=[N:22][N:21]=3)[CH:16]=[CH:15][C:13]=2[N:14]=1. The catalyst class is: 7.